Task: Predict the product of the given reaction.. Dataset: Forward reaction prediction with 1.9M reactions from USPTO patents (1976-2016) (1) Given the reactants [C:1]([N:9]1[CH2:13][CH2:12][CH:11]([CH2:14][CH2:15][CH2:16][CH2:17][NH:18]C(=O)OC(C)(C)C)[CH2:10]1)(=[O:8])[C:2]1[CH:7]=[CH:6][CH:5]=[CH:4][CH:3]=1.C(O)(C(F)(F)F)=O, predict the reaction product. The product is: [NH2:18][CH2:17][CH2:16][CH2:15][CH2:14][CH:11]1[CH2:12][CH2:13][N:9]([C:1]([C:2]2[CH:3]=[CH:4][CH:5]=[CH:6][CH:7]=2)=[O:8])[CH2:10]1. (2) The product is: [CH2:16]([O:18][C:19]([C:21]1[NH:22][CH:23]=[CH:24][C:25]=1[NH:26][CH2:14][C:12]1[CH:11]=[CH:10][CH:9]=[C:8]([O:7][CH2:5][CH3:6])[N:13]=1)=[O:20])[CH3:17]. Given the reactants C(O)(=O)C.[CH2:5]([O:7][C:8]1[N:13]=[C:12]([CH:14]=O)[CH:11]=[CH:10][CH:9]=1)[CH3:6].[CH2:16]([O:18][C:19]([C:21]1[NH:22][CH:23]=[CH:24][C:25]=1[NH2:26])=[O:20])[CH3:17].[BH3-]C#N.[Na+], predict the reaction product. (3) Given the reactants [F:1][C:2]1[CH:14]=[CH:13][C:5]([C:6](=[O:12])[NH:7][CH2:8][C:9]([OH:11])=O)=[CH:4][CH:3]=1.[C:15]1([CH:21]([NH2:28])[C:22]2[N:23]=[N:24][CH:25]=[CH:26][CH:27]=2)[CH:20]=[CH:19][CH:18]=[CH:17][CH:16]=1, predict the reaction product. The product is: [F:1][C:2]1[CH:3]=[CH:4][C:5]([C:6]([NH:7][CH2:8][C:9](=[O:11])[NH:28][CH:21]([C:15]2[CH:20]=[CH:19][CH:18]=[CH:17][CH:16]=2)[C:22]2[N:23]=[N:24][CH:25]=[CH:26][CH:27]=2)=[O:12])=[CH:13][CH:14]=1. (4) Given the reactants [CH3:1]C([O-])(C)C.[K+].[I-].C[P+](C1C=CC=CC=1)(C1C=CC=CC=1)C1C=CC=CC=1.[CH:28]1[C:33]([CH:34]=O)=[CH:32][C:31]2[O:36][CH2:37][O:38][C:30]=2[CH:29]=1, predict the reaction product. The product is: [CH:34]([C:33]1[CH:28]=[CH:29][C:30]2[O:38][CH2:37][O:36][C:31]=2[CH:32]=1)=[CH2:1]. (5) Given the reactants [C:1]([O:6]CC)(=O)[CH:2]=[N:3][OH:4].[N:9]1([CH2:16][CH2:17][CH2:18][NH2:19])[CH2:15][CH2:14][CH2:13][CH2:12][CH2:11][CH2:10]1, predict the reaction product. The product is: [OH:4][N:3]=[CH:2][C:1]([NH:19][CH2:18][CH2:17][CH2:16][N:9]1[CH2:15][CH2:14][CH2:13][CH2:12][CH2:11][CH2:10]1)=[O:6]. (6) Given the reactants [Si:1]([O:18][CH2:19][C:20]1[S:24][C:23]([C:25](OCC)=[O:26])=[N:22][N:21]=1)([C:14]([CH3:17])([CH3:16])[CH3:15])([C:8]1[CH:13]=[CH:12][CH:11]=[CH:10][CH:9]=1)[C:2]1[CH:7]=[CH:6][CH:5]=[CH:4][CH:3]=1.[BH4-].[Na+].[Cl-].[NH4+], predict the reaction product. The product is: [Si:1]([O:18][CH2:19][C:20]1[S:24][C:23]([CH2:25][OH:26])=[N:22][N:21]=1)([C:14]([CH3:15])([CH3:16])[CH3:17])([C:2]1[CH:7]=[CH:6][CH:5]=[CH:4][CH:3]=1)[C:8]1[CH:13]=[CH:12][CH:11]=[CH:10][CH:9]=1.